This data is from Catalyst prediction with 721,799 reactions and 888 catalyst types from USPTO. The task is: Predict which catalyst facilitates the given reaction. (1) Reactant: [CH2:1]([S:8][C:9]1[N:14]=[C:13]([OH:15])[CH:12]=[C:11]([NH:16][C@H:17]([CH3:20])[CH2:18][OH:19])[N:10]=1)[C:2]1[CH:7]=[CH:6][CH:5]=[CH:4][CH:3]=1.[Cl:21]NC(=O)CCC(N)=O. Product: [CH2:1]([S:8][C:9]1[N:14]=[C:13]([OH:15])[C:12]([Cl:21])=[C:11]([NH:16][C@H:17]([CH3:20])[CH2:18][OH:19])[N:10]=1)[C:2]1[CH:7]=[CH:6][CH:5]=[CH:4][CH:3]=1. The catalyst class is: 52. (2) Reactant: C(O[CH:4]=[C:5]([C:11](=[O:18])[NH:12][C:13]([O:15]CC)=O)[C:6]([O:8][CH2:9][CH3:10])=[O:7])C.[CH3:19][N:20]1[C:24]2[CH:25]=[CH:26][C:27]([NH2:29])=[CH:28][C:23]=2[N:22]([CH3:30])[S:21]1(=[O:32])=[O:31].CC(C)([O-])C.[K+].Cl. Product: [CH3:19][N:20]1[C:24]2[CH:25]=[CH:26][C:27]([N:29]3[CH:4]=[C:5]([C:6]([O:8][CH2:9][CH3:10])=[O:7])[C:11](=[O:18])[NH:12][C:13]3=[O:15])=[CH:28][C:23]=2[N:22]([CH3:30])[S:21]1(=[O:31])=[O:32]. The catalyst class is: 8. (3) Reactant: [F:1][C:2]1[CH:11]=[C:10]2[C:5]([CH:6]=[CH:7][N:8]=[C:9]2[O:12][C@H:13]2[CH2:53][N:16]3[C:17](=[O:52])[C@@H:18]([NH:44]C(=O)OC(C)(C)C)[C@H:19]([CH3:43])[O:20][C@H:21]([CH3:42])[CH2:22][CH2:23][CH:24]=[CH:25][C@@H:26]4[CH2:31][C@@:27]4([C:32](=[O:41])[NH:33][S:34]([C:37]4([CH3:40])[CH2:39][CH2:38]4)(=[O:36])=[O:35])[NH:28][C:29](=[O:30])[C@@H:15]3[CH2:14]2)=[CH:4][C:3]=1[O:54][CH3:55].C(O)(C(F)(F)F)=O. Product: [NH2:44][C@@H:18]1[C:17](=[O:52])[N:16]2[CH2:53][C@H:13]([O:12][C:9]3[C:10]4[C:5](=[CH:4][C:3]([O:54][CH3:55])=[C:2]([F:1])[CH:11]=4)[CH:6]=[CH:7][N:8]=3)[CH2:14][C@H:15]2[C:29](=[O:30])[NH:28][C@:27]2([C:32]([NH:33][S:34]([C:37]3([CH3:40])[CH2:38][CH2:39]3)(=[O:35])=[O:36])=[O:41])[CH2:31][C@H:26]2[CH:25]=[CH:24][CH2:23][CH2:22][C@@H:21]([CH3:42])[O:20][C@H:19]1[CH3:43]. The catalyst class is: 2. (4) Reactant: [O:1]1[CH2:3][CH:2]1[CH:4]([NH:12][C:13](=[O:19])[O:14][C:15]([CH3:18])([CH3:17])[CH3:16])[CH2:5][C:6]1[CH:11]=[CH:10][CH:9]=[CH:8][CH:7]=1.[CH3:20][O:21][C:22]1[CH:23]=[C:24]([CH:27]=[CH:28][CH:29]=1)[CH2:25][NH2:26]. Product: [CH2:5]([C@H:4]([NH:12][C:13](=[O:19])[O:14][C:15]([CH3:18])([CH3:17])[CH3:16])[C@H:2]([OH:1])[CH2:3][NH:26][CH2:25][C:24]1[CH:27]=[CH:28][CH:29]=[C:22]([O:21][CH3:20])[CH:23]=1)[C:6]1[CH:11]=[CH:10][CH:9]=[CH:8][CH:7]=1. The catalyst class is: 32. (5) Reactant: [Cl:1][C:2]1[CH:10]=[C:9]([C:11]([O:13][CH3:14])=[O:12])[CH:8]=[C:7]([Cl:15])[C:3]=1[C:4]([OH:6])=O.C[NH3+].F[P-](F)(F)(F)(F)F.N1(OC(N(C)C)=[N+](C)C)C2N=CC=CC=2N=N1.F[P-](F)(F)(F)(F)F.ON1C2N=CC=CC=2N=N1.C(N(CC)C(C)C)(C)C.CN(C1C=CC=CN=1)C.[NH:77]1[C:85]2[CH:84]=[CH:83][N:82]=[C:81]([NH:86][C:87](=[O:90])[CH2:88][CH3:89])[C:80]=2[CH:79]=[CH:78]1. Product: [Cl:15][C:7]1[CH:8]=[C:9]([CH:10]=[C:2]([Cl:1])[C:3]=1[C:4]([N:77]1[C:85]2[CH:84]=[CH:83][N:82]=[C:81]([NH:86][C:87](=[O:90])[CH2:88][CH3:89])[C:80]=2[CH:79]=[CH:78]1)=[O:6])[C:11]([O:13][CH3:14])=[O:12]. The catalyst class is: 287. (6) Product: [OH:2][C:3]1[C:12]([C:13]#[N:14])=[CH:11][C:10]2[C:5](=[CH:6][CH:7]=[C:8]([C:15]#[N:16])[CH:9]=2)[CH:4]=1. The catalyst class is: 48. Reactant: C[O:2][C:3]1[C:12]([C:13]#[N:14])=[CH:11][C:10]2[C:5](=[CH:6][CH:7]=[C:8]([C:15]#[N:16])[CH:9]=2)[CH:4]=1.[Cl-].[Al+3].[Cl-].[Cl-].O.